This data is from Reaction yield outcomes from USPTO patents with 853,638 reactions. The task is: Predict the reaction yield, written as a fraction of the theoretical maximum amount of product (1.0 means a 100% yield; for example, 0.34 means a 34% yield). The product is [CH2:19]([N:13]([CH2:6][C:7]1[CH:8]=[CH:9][CH:10]=[CH:11][CH:12]=1)[C@@H:14]([CH2:17][CH3:18])[C@H:15]([OH:16])[CH3:4])[C:20]1[CH:21]=[CH:22][CH:23]=[CH:24][CH:25]=1. The catalyst is CCOCC. The reactants are S(C)C.[CH3:4][Li].[CH2:6]([N:13]([CH2:19][C:20]1[CH:25]=[CH:24][CH:23]=[CH:22][CH:21]=1)[C@@H:14]([CH2:17][CH3:18])[CH:15]=[O:16])[C:7]1[CH:12]=[CH:11][CH:10]=[CH:9][CH:8]=1. The yield is 0.890.